From a dataset of Full USPTO retrosynthesis dataset with 1.9M reactions from patents (1976-2016). Predict the reactants needed to synthesize the given product. Given the product [Br:9][C:5]1[C:4]([CH3:10])=[N:3][C:2]([F:17])=[CH:7][C:6]=1[CH3:8], predict the reactants needed to synthesize it. The reactants are: N[C:2]1[CH:7]=[C:6]([CH3:8])[C:5]([Br:9])=[C:4]([CH3:10])[N:3]=1.N([O-])=O.[Na+].[H+].[B-](F)(F)(F)[F:17].